From a dataset of Reaction yield outcomes from USPTO patents with 853,638 reactions. Predict the reaction yield, written as a fraction of the theoretical maximum amount of product (1.0 means a 100% yield; for example, 0.34 means a 34% yield). (1) The reactants are [Cl:1]N1C(=O)CCC1=O.[CH:9]12[NH:20][CH:17]([CH2:18][CH2:19]1)[CH2:16][C:15]1[CH:14]=[CH:13][C:12]([NH2:21])=[CH:11][C:10]2=1. The catalyst is C(#N)C. The product is [Cl:1][C:11]1[C:10]2[CH:9]3[NH:20][CH:17]([CH2:16][C:15]=2[CH:14]=[CH:13][C:12]=1[NH2:21])[CH2:18][CH2:19]3. The yield is 0.160. (2) The reactants are [Cl:1][C:2]1[CH:7]=[CH:6][CH:5]=[CH:4][C:3]=1[C@H:8]([OH:11])[C:9]#[N:10].[C:12]1([CH3:22])[CH:17]=[CH:16][C:15]([S:18](Cl)(=[O:20])=[O:19])=[CH:14][CH:13]=1.CN(C)C1C=CC=CC=1.Cl. The catalyst is C(OCCCC)(=O)C. The product is [CH3:22][C:12]1[CH:17]=[CH:16][C:15]([S:18]([O:11][CH:8]([C:3]2[CH:4]=[CH:5][CH:6]=[CH:7][C:2]=2[Cl:1])[C:9]#[N:10])(=[O:20])=[O:19])=[CH:14][CH:13]=1. The yield is 0.969. (3) The reactants are [C:1]1(C)C=CC=C[CH:2]=1.[CH2:8]([O:15][C:16]1[CH:17]=[C:18]([CH2:30][C:31]#[N:32])[CH:19]=[CH:20][C:21]=1[O:22][CH2:23][C:24]1[CH:29]=[CH:28][CH:27]=[CH:26][CH:25]=1)[C:9]1[CH:14]=[CH:13][CH:12]=[CH:11][CH:10]=1.BrCCCl. The catalyst is [N+](CCCC)(CCCC)(CCCC)CCCC.[Br-].[OH-].[Na+].O. The product is [CH2:8]([O:15][C:16]1[CH:17]=[C:18]([C:30]2([C:31]#[N:32])[CH2:2][CH2:1]2)[CH:19]=[CH:20][C:21]=1[O:22][CH2:23][C:24]1[CH:29]=[CH:28][CH:27]=[CH:26][CH:25]=1)[C:9]1[CH:10]=[CH:11][CH:12]=[CH:13][CH:14]=1. The yield is 0.660. (4) The reactants are [CH2:1]([O:8][C:9]1[C:10]([C:27]([OH:29])=[O:28])=[N:11][CH:12]=[C:13]([C:16](=[O:26])[NH:17][CH2:18][C:19]2[CH:24]=[CH:23][C:22]([F:25])=[CH:21][CH:20]=2)[C:14]=1[OH:15])[C:2]1[CH:7]=[CH:6][CH:5]=[CH:4][CH:3]=1.Cl.[CH3:31]N(C)CCCN=C=NCC.ON1C2C=CC=CC=2N=N1.C(N(CC)CC)C. The catalyst is CN(C)C=O.C(OCC)(=O)C.CO. The product is [CH3:31][O:28][C:27]([C:10]1[C:9]([O:8][CH2:1][C:2]2[CH:3]=[CH:4][CH:5]=[CH:6][CH:7]=2)=[C:14]([OH:15])[C:13]([C:16](=[O:26])[NH:17][CH2:18][C:19]2[CH:20]=[CH:21][C:22]([F:25])=[CH:23][CH:24]=2)=[CH:12][N:11]=1)=[O:29]. The yield is 0.690. (5) The yield is 0.300. The product is [NH2:26][C:27]1[N:32]=[CH:31][C:17]([S:14][C:12]2[N:11]=[C:10]([NH:18][C:19]3[NH:23][N:22]=[C:21]([CH3:24])[CH:20]=3)[CH:9]=[C:8]([N:6]3[CH2:7][C:4]([CH:1]4[CH2:3][CH2:2]4)([F:25])[CH2:5]3)[N:13]=2)=[CH:29][CH:28]=1. The catalyst is CN(C=O)C.C(OC(=O)C)C.C([O-])(O)=O.[Na+]. The reactants are [CH:1]1([C:4]2([F:25])[CH2:7][N:6]([C:8]3[N:13]=[C:12]([S:14]([CH3:17])(=O)=O)[N:11]=[C:10]([NH:18][C:19]4[NH:23][N:22]=[C:21]([CH3:24])[CH:20]=4)[CH:9]=3)[CH2:5]2)[CH2:3][CH2:2]1.[NH2:26][C:27]1[N:32]=[CH:31]C(S)=[CH:29][CH:28]=1.